The task is: Predict the product of the given reaction.. This data is from Forward reaction prediction with 1.9M reactions from USPTO patents (1976-2016). (1) Given the reactants [Cl:1][C:2]1[CH:7]=[CH:6][C:5]([S:8]([N:11]([CH2:21][C:22]2[CH:30]=[CH:29][C:25]([C:26](O)=[O:27])=[CH:24][CH:23]=2)[C@H:12]([C:15]2[CH:20]=[CH:19][CH:18]=[CH:17][CH:16]=2)[CH2:13][CH3:14])(=[O:10])=[O:9])=[CH:4][CH:3]=1.C[N:32]1[CH2:37][CH2:36][O:35][CH2:34][CH2:33]1.C(Cl)(=O)OCC(C)C.N1CCOCC1, predict the reaction product. The product is: [Cl:1][C:2]1[CH:3]=[CH:4][C:5]([S:8]([N:11]([CH2:21][C:22]2[CH:23]=[CH:24][C:25]([C:26]([N:32]3[CH2:37][CH2:36][O:35][CH2:34][CH2:33]3)=[O:27])=[CH:29][CH:30]=2)[C@H:12]([C:15]2[CH:20]=[CH:19][CH:18]=[CH:17][CH:16]=2)[CH2:13][CH3:14])(=[O:10])=[O:9])=[CH:6][CH:7]=1. (2) Given the reactants [C:1]([O:5][C:6](=[O:21])[NH:7][C:8]1[CH:9]=[N:10][CH:11]=[CH:12][C:13]=1[N:14]1[CH2:19][CH2:18][CH2:17][CH2:16][CH:15]1[CH3:20])([CH3:4])([CH3:3])[CH3:2].[H-].[Na+].I[CH3:25].[NH4+].[Cl-], predict the reaction product. The product is: [C:1]([O:5][C:6](=[O:21])[N:7]([CH3:25])[C:8]1[CH:9]=[N:10][CH:11]=[CH:12][C:13]=1[N:14]1[CH2:19][CH2:18][CH2:17][CH2:16][CH:15]1[CH3:20])([CH3:4])([CH3:2])[CH3:3]. (3) Given the reactants [CH2:1]([O:3][C:4]([C:6]1[N:7]=[C:8]([CH:20]2[CH2:25][CH2:24][CH2:23][CH2:22][CH2:21]2)[N:9]([C:11]2[C:16]([I:17])=[CH:15][CH:14]=[C:13]([Cl:18])[C:12]=2[F:19])[CH:10]=1)=[O:5])[CH3:2].C(O)[C:27]1[CH:32]=[CH:31]C=[CH:29][CH:28]=1, predict the reaction product. The product is: [CH2:1]([O:3][C:4]([C:6]1[N:7]=[C:8]([CH:20]2[CH2:25][CH2:24][CH2:23][CH2:22][CH2:21]2)[N:9]([C:11]2[C:16]([I:17])=[CH:15][CH:14]=[C:13]([Cl:18])[C:12]=2[F:19])[CH:10]=1)=[O:5])[C:2]1[CH:31]=[CH:32][CH:27]=[CH:28][CH:29]=1. (4) Given the reactants [CH:1]1([C:4]2[C:9]([O:10][CH3:11])=[CH:8][CH:7]=[CH:6][C:5]=2[OH:12])[CH2:3][CH2:2]1.CC(C)([O-])C.[K+].[Cl:19][C:20]1[N:21]=[N:22][C:23]([Cl:28])=[CH:24][C:25]=1[O:26][CH3:27], predict the reaction product. The product is: [Cl:28][C:23]1[N:22]=[N:21][C:20]([O:12][C:5]2[CH:6]=[CH:7][CH:8]=[C:9]([O:10][CH3:11])[C:4]=2[CH:1]2[CH2:2][CH2:3]2)=[C:25]([O:26][CH3:27])[CH:24]=1.[Cl:19][C:20]1[N:21]=[N:22][C:23]([O:12][C:5]2[CH:6]=[CH:7][CH:8]=[C:9]([O:10][CH3:11])[C:4]=2[CH:1]2[CH2:2][CH2:3]2)=[CH:24][C:25]=1[O:26][CH3:27]. (5) Given the reactants Br[C:2]1[CH:3]=[N:4][N:5]2[C:10]([C:11]3[CH:12]=[C:13]([NH:17][C:18](=[O:23])[CH2:19][CH:20]([CH3:22])[CH3:21])[CH:14]=[CH:15][CH:16]=3)=[CH:9][CH:8]=[N:7][C:6]=12.[CH2:24]([O:26][C:27]1[CH:28]=[C:29](B(O)O)[CH:30]=[CH:31][CH:32]=1)[CH3:25], predict the reaction product. The product is: [CH2:24]([O:26][C:27]1[CH:32]=[C:31]([C:2]2[CH:3]=[N:4][N:5]3[C:10]([C:11]4[CH:12]=[C:13]([NH:17][C:18](=[O:23])[CH2:19][CH:20]([CH3:22])[CH3:21])[CH:14]=[CH:15][CH:16]=4)=[CH:9][CH:8]=[N:7][C:6]=23)[CH:30]=[CH:29][CH:28]=1)[CH3:25]. (6) Given the reactants C([O:3][C:4]([C:6]1[S:15][C:14]2[NH:13][C:12]3[CH:16]=[CH:17][CH:18]=[CH:19][C:11]=3[N:10]=[C:9]([N:20]3[CH2:25][CH2:24][N:23](C)[C@@H:22]([CH2:27][CH2:28][O:29][CH3:30])[CH2:21]3)[C:8]=2[N:7]=1)=O)C.[H-].[H-].[H-].[H-].[Li+].[Al+3].[OH-].[Na+], predict the reaction product. The product is: [CH3:30][O:29][CH2:28][CH2:27][C@@H:22]1[NH:23][CH2:24][CH2:25][N:20]([C:9]2[C:8]3[N:7]=[C:6]([CH2:4][OH:3])[S:15][C:14]=3[NH:13][C:12]3[CH:16]=[CH:17][CH:18]=[CH:19][C:11]=3[N:10]=2)[CH2:21]1. (7) Given the reactants Br[C:2]1[CH:3]=[C:4]2[C:8](=[C:9]([C:11]([NH:13][CH2:14][C:15]3[C:16](=[O:23])[NH:17][C:18]([CH3:22])=[CH:19][C:20]=3[CH3:21])=[O:12])[CH:10]=1)[N:7]([CH3:24])[CH:6]=[C:5]2[CH:25]([CH3:27])[CH3:26].Cl.[CH3:29][N:30]([CH2:32][C:33]1[CH:38]=[CH:37][C:36](B2OC(C)(C)C(C)(C)O2)=[CH:35][CH:34]=1)[CH3:31].P([O-])([O-])([O-])=O.[K+].[K+].[K+].O1CCOCC1, predict the reaction product. The product is: [CH3:29][N:30]([CH2:32][C:33]1[CH:38]=[CH:37][C:36]([C:2]2[CH:3]=[C:4]3[C:8](=[C:9]([C:11]([NH:13][CH2:14][C:15]4[C:16](=[O:23])[NH:17][C:18]([CH3:22])=[CH:19][C:20]=4[CH3:21])=[O:12])[CH:10]=2)[N:7]([CH3:24])[CH:6]=[C:5]3[CH:25]([CH3:26])[CH3:27])=[CH:35][CH:34]=1)[CH3:31].